From a dataset of Experimentally validated miRNA-target interactions with 360,000+ pairs, plus equal number of negative samples. Binary Classification. Given a miRNA mature sequence and a target amino acid sequence, predict their likelihood of interaction. (1) The miRNA is rno-miR-34a-5p with sequence UGGCAGUGUCUUAGCUGGUUGU. The protein sequence of the target gene is MEIEVSVAECKSVPGITSTPHPMDHPSAFYSPPHNGLLTDHHESLDNDVAREIRYLDEVLEANCCDSAVDGTYNGTSSPEPGAVVLVGGLSPPVHEATQPEPTERTASRQAPPHIELSNSSPDPMAEAERTNGHSPSQPRDALGDSLQVPVSPSSTTSSRCSSRDGEFTLTTLKKEAKFELRAFHEDKKPSKLFEDDEHEKEQYCIRKVRPSEEMLELEKERRELIRSQAVKKNPGIAAKWWNPPQEKTIEEQLDEEHLESHKKYKERKERRAQQEQLLLQKQLQQQQQQPPSQLCTAPA.... Result: 0 (no interaction). (2) The miRNA is cel-miR-239b-5p with sequence UUUGUACUACACAAAAGUACUG. The protein sequence of the target gene is MEPNDSTSTAVEEPDSLEVLVKTLDSQTRTFIVGAQMNVKEFKEHIAASVSIPSEKQRLIYQGRVLQDDKKLQEYNVGGKVIHLVERAPPQTHLPSGASSGTGSASATHGGGSPPGTRGPGASVHDRNANSYVMVGTFNLPSDGSAVDVHINMEQAPIQSEPRVRLVMAQHMIRDIQTLLSRMETLPYLQCRGGPQPQHSQPPPQPPAVTPEPVALSSQTSEPVESEAPPREPMEAEEVEERAPAQNPELTPGPAPAGPTPAPETNAPNHPSPAEYVEVLQELQRLESRLQPFLQRYYEV.... Result: 0 (no interaction). (3) The miRNA is mmu-miR-340-5p with sequence UUAUAAAGCAAUGAGACUGAUU. The protein sequence of the target gene is MDYDFKAKLAAERERVEDLFEYEGCKVGRGTYGHVYKARRKDGKDEKEYALKQIEGTGISMSACREIALLRELKHPNVIALQKVFLSHSDRKVWLLFDYAEHDLWHIIKFHRASKANKKPMQLPRSMVKSLLYQILDGIHYLHANWVLHRDLKPANILVMGEGPERGRVKIADMGFARLFNSPLKPLADLDPVVVTFWYRAPELLLGARHYTKAIDIWAIGCIFAELLTSEPIFHCRQEDIKTSNPFHHDQLDRIFSVMGFPADKDWEDIRKMPEYPTLQKDFRRTTYANSSLIKYMEKH.... Result: 1 (interaction). (4) The miRNA is hsa-miR-3126-3p with sequence CAUCUGGCAUCCGUCACACAGA. The protein sequence of the target gene is MAALLAAAAVRARILQVSSKVKSSPTWYSASSFSSSVPTVKLFIGGKFVESKSDKWIDIHNPATNEVIGRVPQATKAEMDAAIASCKRAFPAWADTSVLSRQQVLLRYQQLIKENLKEIAKLITLEQGKTLADAEGDVFRGLQVVEHACSVTSLMMGETMPSITKDMDLYSYRLPLGVCAGIAPFNFPAMIPLWMFPMAMVCGNTFLMKPSERVPGATMLLAKLLQDSGAPDGTLNIIHGQHEAVNFICDHPDIKAISFVGSNKAGEYIFERGSRHGKRVQANMGAKNHGVVMPDANKEN.... Result: 1 (interaction). (5) The miRNA is hsa-miR-6071 with sequence UUCUGCUGCCGGCCAAGGC. The protein sequence of the target gene is MGLIFAKLWSLFCNQEHKVIIVGLDNAGKTTILYQFLMNEVVHTSPTIGSNVEEIVVKNTHFLMWDIGGQESLRSSWNTYYSNTEFIILVVDSIDRERLAITKEELYRMLAHEDLRKAAVLIFANKQDMKGCMTAAEISKYLTLSSIKDHPWHIQSCCALTGEGLCQGLEWMTSRIGVR. Result: 1 (interaction). (6) The miRNA is hsa-miR-6782-5p with sequence UAGGGGUGGGGGAAUUCAGGGGUGU. The protein sequence of the target gene is MSGSMATAEASGSDGKGQEVETSVTYYRLEEVAKRNSLKELWLVIHGRVYDVTRFLNEHPGGEEVLLEQAGVDASESFEDVGHSSDAREMLKQYYIGDIHPSDLKPESGSKDPSKNDTCKSCWAYWILPIIGAVLLGFLYRYYTSESKSS. Result: 1 (interaction). (7) The protein sequence of the target gene is MEPSEVPSQISKDNFLEVPNLSDSLCEDEEVTFQPGFSPQPSRRGSDSSEDIYLDTPSSGTRRVSFADSFGFNLVSVKEFDCWELPSASTTFDLGTDIFHTEEYVLAPLFDLPSSKEDLMQQLQIQKAILESTESLLGSTSIKGIIRVLNVSFEKLVYVRMSLDDWQTHYDILAEYVPNSCDGETDQFSFKIVLVPPYQKDGSKVEFCIRYETSVGTFWSNNNGTNYTFICQKKEQEPEPVKPWKEVPNRQIKGCLKVKSSKEESSVTSEENNFENPKNTDTYIPTIICSHEDKEDLEAS.... Result: 0 (no interaction). The miRNA is hsa-miR-1265 with sequence CAGGAUGUGGUCAAGUGUUGUU. (8) The miRNA is hsa-miR-6873-3p with sequence UUCUCUCUGUCUUUCUCUCUCAG. Result: 0 (no interaction). The protein sequence of the target gene is MESQGVPPGPYRATKLWNEVTTSFRAGMPLRKHRQHFKKYGNCFTAGEAVDWLYDLLRNNSNFGPEVTRQQTIQLLRKFLKNHVIEDIKGRWGSENVDDNNQLFRFPATSPLKTLPRRYPELRKNNIENFSKDKDSIFKLRNLSRRTPKRHGLHLSQENGEKIKHEIINEDQENAIDNRELSQEDVEEVWRYVILIYLQTILGVPSLEEVINPKQVIPQYIMYNMANTSKRGVVILQNKSDDLPHWVLSAMKCLANWPRSNDMNNPTYVGFERDVFRTIADYFLDLPEPLLTFEYYELFV.... (9) The miRNA is hsa-miR-606 with sequence AAACUACUGAAAAUCAAAGAU. Result: 1 (interaction). The protein sequence of the target gene is MSGGAAEKQSSTPGSLFLSPPAPAPKNGSSSDSSVGEKLGAAAADAVTGRTEEYRRRRHTMDKDSRGAAATTTTTEHRFFRRSVICDSNATALELPGLPLSLPQPSIPAAVPQSAPPEPHREETVTATATSQVAQQPPAAAAPGEQAVAGPAPSTVPSSTSKDRPVSQPSLVGSKEEPPPARSGSGGGSAKEPQEERSQQQDDIEELETKAVGMSNDGRFLKFDIEIGRGSFKTVYKGLDTETTVEVAWCELQDRKLTKSERQRFKEEAEMLKGLQHPNIVRFYDSWESTVKGKKCIVLV....